This data is from Full USPTO retrosynthesis dataset with 1.9M reactions from patents (1976-2016). The task is: Predict the reactants needed to synthesize the given product. (1) Given the product [CH3:8][C:4]1[CH:5]=[CH:6][CH:7]=[C:2]([CH3:1])[C:3]=1[C:9]1[CH:10]=[C:11]([CH:12]=[CH:13][CH:14]=1)[NH2:15], predict the reactants needed to synthesize it. The reactants are: [CH3:1][C:2]1[CH:7]=[CH:6][CH:5]=[C:4]([CH3:8])[C:3]=1[C:9]1[CH:14]=[CH:13][CH:12]=[C:11]([N+:15]([O-])=O)[CH:10]=1.[H][H]. (2) Given the product [C:8]([NH:7][C:5]1[S:6][C:2]([C:19]2[CH:20]=[CH:21][C:16]([CH:14]=[O:15])=[CH:17][CH:18]=2)=[CH:3][C:4]=1[C:11]([NH2:13])=[O:12])(=[O:10])[NH2:9], predict the reactants needed to synthesize it. The reactants are: Br[C:2]1[S:6][C:5]([NH:7][C:8](=[O:10])[NH2:9])=[C:4]([C:11]([NH2:13])=[O:12])[CH:3]=1.[CH:14]([C:16]1[CH:21]=[CH:20][C:19](B(O)O)=[CH:18][CH:17]=1)=[O:15].C(=O)([O-])O.[Na+]. (3) Given the product [O:1]([CH2:8][CH2:9][CH2:10][N:11]1[CH2:16][CH2:15][C:14](=[N:19][OH:20])[CH2:13][CH2:12]1)[C:2]1[CH:7]=[CH:6][CH:5]=[CH:4][CH:3]=1, predict the reactants needed to synthesize it. The reactants are: [O:1]([CH2:8][CH2:9][CH2:10][N:11]1[CH2:16][CH2:15][C:14](=O)[CH2:13][CH2:12]1)[C:2]1[CH:7]=[CH:6][CH:5]=[CH:4][CH:3]=1.Cl.[NH2:19][OH:20]. (4) The reactants are: F[C:2]1[CH:7]=[CH:6][C:5]([S:8]([O-:10])=[O:9])=[CH:4][CH:3]=1.[Na+].Br[CH2:13][C:14]1[CH:19]=[CH:18][C:17]([C:20]([OH:29])([C:25]([F:28])([F:27])[F:26])[C:21]([F:24])([F:23])[F:22])=[CH:16][CH:15]=1. Given the product [F:22][C:21]([F:23])([F:24])[C:20]([C:17]1[CH:18]=[CH:19][C:14]([CH2:13][S:8]([C:5]2[CH:6]=[CH:7][CH:2]=[CH:3][CH:4]=2)(=[O:10])=[O:9])=[CH:15][CH:16]=1)([OH:29])[C:25]([F:26])([F:28])[F:27], predict the reactants needed to synthesize it. (5) Given the product [C:30]([OH:43])(=[O:42])[CH:31]=[CH2:32].[NH2:20][C:21]([O:11][CH2:10][CH3:9])=[O:22], predict the reactants needed to synthesize it. The reactants are: C(C1[C:10]([OH:11])=[C:9](C(C)(C)C)C=C(C)C=1)(C)(C)C.CC1C(=CC(=CC=1)N=C=O)[N:20]=[C:21]=[O:22].[C:30]([O-:43])(=[O:42])[CH2:31][CH2:32]CCCCCCCCC.[C:30]([O-:43])(=[O:42])[CH2:31][CH2:32]CCCCCCCCC.C([Sn+2]CCCC)CCC.C(OCCO)(=O)C=C.CCCCO[C@H](CO)CC.